Dataset: Catalyst prediction with 721,799 reactions and 888 catalyst types from USPTO. Task: Predict which catalyst facilitates the given reaction. (1) Reactant: Cl[C:2]1[N:3]=[CH:4][C:5]2[N:11]([CH3:12])[C:10](=[O:13])[CH:9]([CH3:14])[CH2:8][N:7]([CH:15]3[CH2:19][CH2:18][CH2:17][CH2:16]3)[C:6]=2[N:20]=1.[NH2:21][C:22]1[CH:30]=[CH:29][C:25]([C:26]([OH:28])=[O:27])=[CH:24][C:23]=1[O:31][CH3:32].C(O)C. Product: [CH:15]1([N:7]2[CH2:8][CH:9]([CH3:14])[C:10](=[O:13])[N:11]([CH3:12])[C:5]3[CH:4]=[N:3][C:2]([NH:21][C:22]4[CH:30]=[CH:29][C:25]([C:26]([OH:28])=[O:27])=[CH:24][C:23]=4[O:31][CH3:32])=[N:20][C:6]2=3)[CH2:19][CH2:18][CH2:17][CH2:16]1. The catalyst class is: 126. (2) The catalyst class is: 218. Product: [F:12][C:13]1[N:14]=[C:15]([C:28]([O:31][C:7]([CH3:9])([CH3:8])[CH3:6])=[O:29])[CH:16]=[CH:17][CH:18]=1. Reactant: S(Cl)(C1C=[CH:9][C:7]([CH3:8])=[CH:6]C=1)(=O)=O.[F:12][C:13]1(C(O)=O)[CH:18]=[CH:17][CH:16]=[CH:15][NH:14]1.N1C=CC=CC=1.[C:28]([O-:31])(O)=[O:29].[Na+]. (3) Reactant: [CH:1]1[C:6]2[CH2:7][C@H:8]3[N:13]([CH2:14][CH:15]4[CH2:17][CH2:16]4)[CH2:12][CH2:11][C@:10]45[C@H:18]([C:20]([CH2:22][CH2:23][C@@:9]34[OH:24])=O)[O:19][C:4]([C:5]=25)=[C:3]([OH:25])[CH:2]=1.Cl.[CH2:27](Br)[C:28]1[CH:33]=[CH:32][CH:31]=[CH:30][CH:29]=1.[C:35]([O-])([O-])=O.[K+].[K+]. The catalyst class is: 517. Product: [CH:15]1([CH2:14][N:13]2[CH2:12][CH2:11][C@:10]34[C:5]5[C:4]6[O:19][C@H:18]3[C:20](=[CH2:35])[CH2:22][CH2:23][C@@:9]4([OH:24])[C@H:8]2[CH2:7][C:6]=5[CH:1]=[CH:2][C:3]=6[O:25][CH2:27][C:28]2[CH:33]=[CH:32][CH:31]=[CH:30][CH:29]=2)[CH2:16][CH2:17]1. (4) Reactant: [H-].[Na+].[CH3:3][O:4][C:5](=[O:22])[C:6]1[CH:11]=[CH:10][CH:9]=[C:8]([N+:12]([O-:14])=[O:13])[C:7]=1[NH:15][C:16](=[O:21])[C:17]([F:20])([F:19])[F:18].[CH3:23]I. Product: [CH3:3][O:4][C:5](=[O:22])[C:6]1[CH:11]=[CH:10][CH:9]=[C:8]([N+:12]([O-:14])=[O:13])[C:7]=1[N:15]([CH3:23])[C:16](=[O:21])[C:17]([F:19])([F:18])[F:20]. The catalyst class is: 3. (5) Reactant: Br[C:2]1[CH:3]=[CH:4][CH:5]=[C:6]([C:8]([F:11])([F:10])[F:9])[CH:7]=1.C([Li])CCC.CON(C)[C:20]([C@@H:22]1[CH2:27][CH2:26][CH2:25][CH2:24][N:23]1[C:28]([O:30][C:31]([CH3:34])([CH3:33])[CH3:32])=[O:29])=[O:21].C([O-])(O)=O.[Na+]. Product: [F:9][C:8]([F:11])([F:10])[C:6]1[CH:7]=[C:2]([CH:3]=[CH:4][CH:5]=1)[C:20]([C@@H:22]1[CH2:27][CH2:26][CH2:25][CH2:24][N:23]1[C:28]([O:30][C:31]([CH3:34])([CH3:33])[CH3:32])=[O:29])=[O:21]. The catalyst class is: 27. (6) Reactant: C(OC([N:8]1[CH2:13][CH2:12][CH:11]([N:14]([CH2:26][CH:27]([CH3:29])[CH3:28])[CH2:15][C:16]2[CH:17]=[N:18][C:19]3[C:24]([CH:25]=2)=[CH:23][CH:22]=[CH:21][CH:20]=3)[CH2:10][CH2:9]1)=O)(C)(C)C.C1(OC)C=CC=CC=1.FC(F)(F)C(O)=O. Product: [CH3:28][CH:27]([CH3:29])[CH2:26][N:14]([CH2:15][C:16]1[CH:17]=[N:18][C:19]2[C:24]([CH:25]=1)=[CH:23][CH:22]=[CH:21][CH:20]=2)[CH:11]1[CH2:10][CH2:9][NH:8][CH2:13][CH2:12]1. The catalyst class is: 4. (7) Reactant: [F:1][C:2]([F:26])([F:25])[C@H:3]([N:12]1[CH2:16][CH2:15][C@H:14]([NH:17][C:18](=[O:24])[O:19][C:20]([CH3:23])([CH3:22])[CH3:21])[CH2:13]1)[C:4]1[CH:5]=[N:6][C:7]([NH:10][NH2:11])=[CH:8][CH:9]=1.[CH3:27][O:28][CH2:29][C@H:30]([O:32][C:33]1[CH:34]=[CH:35][CH:36]=[C:37]2[C:42]=1[N:41]=[C:40]([CH:43]=O)[CH:39]=[CH:38]2)[CH3:31].C(O)C.C(O)(=O)C.C(O)(=O)C.I(C1C=CC=CC=1)=O.C(=O)(O)[O-].[Na+]. Product: [F:26][C:2]([F:25])([F:1])[C@H:3]([N:12]1[CH2:16][CH2:15][C@H:14]([NH:17][C:18](=[O:24])[O:19][C:20]([CH3:22])([CH3:23])[CH3:21])[CH2:13]1)[C:4]1[CH:9]=[CH:8][C:7]2[N:6]([C:43]([C:40]3[CH:39]=[CH:38][C:37]4[C:42](=[C:33]([O:32][C@H:30]([CH3:31])[CH2:29][O:28][CH3:27])[CH:34]=[CH:35][CH:36]=4)[N:41]=3)=[N:11][N:10]=2)[CH:5]=1. The catalyst class is: 13. (8) Reactant: Cl.[CH3:2][O:3][C:4](=[O:9])[C@H:5]([CH2:7][OH:8])[NH2:6].[CH3:10][C:11]([O:14][C:15](O[C:15]([O:14][C:11]([CH3:13])([CH3:12])[CH3:10])=[O:16])=[O:16])([CH3:13])[CH3:12].CCN(CC)CC. Product: [CH3:2][O:3][C:4](=[O:9])[CH:5]([NH:6][C:15]([O:14][C:11]([CH3:13])([CH3:12])[CH3:10])=[O:16])[CH2:7][OH:8]. The catalyst class is: 1. (9) Reactant: CCN(C(C)C)C(C)C.Cl.Cl.[NH2:12][C@H:13]1[CH:18]2[CH2:19][CH2:20][N:15]([CH2:16][CH2:17]2)[CH2:14]1.[I:21][C:22]1[CH:30]=[CH:29][C:25]([C:26](Cl)=[O:27])=[CH:24][CH:23]=1.[OH-].[Na+]. Product: [I:21][C:22]1[CH:30]=[CH:29][C:25]([C:26]([NH:12][C@H:13]2[CH:18]3[CH2:19][CH2:20][N:15]([CH2:16][CH2:17]3)[CH2:14]2)=[O:27])=[CH:24][CH:23]=1. The catalyst class is: 3. (10) Reactant: [C:1]([OH:8])(=[O:7])/[CH:2]=[CH:3]/[C:4]([OH:6])=[O:5].[F:9][C:10]1[CH:15]=[CH:14][C:13]([CH2:16][C:17]2[C:26]3[C:21](=[CH:22][CH:23]=[CH:24][CH:25]=3)[C:20](=[O:27])[NH:19][N:18]=2)=[CH:12][C:11]=1[N:28]1[C:32](=[O:33])[CH:31]([CH3:34])[N:30]([CH2:35][CH2:36][N:37]2[CH2:41][CH2:40][CH2:39][CH2:38]2)[C:29]1=[O:42]. Product: [C:1]([OH:8])(=[O:7])/[CH:2]=[CH:3]/[C:4]([OH:6])=[O:5].[F:9][C:10]1[CH:15]=[CH:14][C:13]([CH2:16][C:17]2[C:26]3[C:21](=[CH:22][CH:23]=[CH:24][CH:25]=3)[C:20](=[O:27])[NH:19][N:18]=2)=[CH:12][C:11]=1[N:28]1[C:32](=[O:33])[CH:31]([CH3:34])[N:30]([CH2:35][CH2:36][N:37]2[CH2:38][CH2:39][CH2:40][CH2:41]2)[C:29]1=[O:42]. The catalyst class is: 5.